The task is: Regression/Classification. Given a drug SMILES string, predict its absorption, distribution, metabolism, or excretion properties. Task type varies by dataset: regression for continuous measurements (e.g., permeability, clearance, half-life) or binary classification for categorical outcomes (e.g., BBB penetration, CYP inhibition). For this dataset (solubility_aqsoldb), we predict Y.. This data is from Aqueous solubility values for 9,982 compounds from the AqSolDB database. (1) The molecule is NC(Cc1ccccc1)C(=O)O. The Y is -1.07 log mol/L. (2) The molecule is O=C(O)c1cn(-c2ccc(F)cc2)c2cc(N3CCNCC3)c(F)cc2c1=O. The Y is -3.13 log mol/L. (3) The molecule is O=C1C=C2CC3(O)COc4c(ccc(O)c4O)C3=C2C=C1O. The Y is -2.70 log mol/L. (4) The molecule is O=C(O)c1ccccc1C(=O)c1ccc(O)cc1. The Y is -2.73 log mol/L. (5) The compound is O=S(=O)([O-])c1ccc2c(N=Nc3ccc(-c4ccc(N=Nc5c([O-])c(S(=O)(=O)[O-])cc6cc(S(=O)(=O)[O-])ccc56)c([O-])c4)cc3[O-])c([O-])c(S(=O)(=O)[O-])cc2c1.[Cu+2].[Cu+2].[Na+].[Na+].[Na+].[Na+]. The Y is -1.61 log mol/L.